Dataset: Peptide-MHC class I binding affinity with 185,985 pairs from IEDB/IMGT. Task: Regression. Given a peptide amino acid sequence and an MHC pseudo amino acid sequence, predict their binding affinity value. This is MHC class I binding data. (1) The peptide sequence is ALTLNTMTK. The MHC is HLA-A24:02 with pseudo-sequence HLA-A24:02. The binding affinity (normalized) is 0.0847. (2) The peptide sequence is KFKNFRVYY. The MHC is Mamu-A20102 with pseudo-sequence Mamu-A20102. The binding affinity (normalized) is 0.239.